This data is from Forward reaction prediction with 1.9M reactions from USPTO patents (1976-2016). The task is: Predict the product of the given reaction. (1) Given the reactants [CH3:1][O:2][C:3]1[CH:8]=[CH:7][CH:6]=[CH:5][C:4]=1[C:9]([CH3:20])([CH3:19])[CH2:10][C:11]([OH:18])([C:14]([F:17])([F:16])[F:15])[CH:12]=O.[NH2:21][C:22]1[CH:31]=[CH:30][CH:29]=[C:28]2[C:23]=1[CH:24]=[N:25][N:26]([CH3:33])[C:27]2=[O:32].B(Br)(Br)Br, predict the reaction product. The product is: [OH:18][C:11]1([C:14]([F:16])([F:15])[F:17])[CH2:10][C:9]([CH3:19])([CH3:20])[C:4]2[C:5](=[CH:6][CH:7]=[CH:8][C:3]=2[O:2][CH3:1])[CH:12]1[NH:21][C:22]1[CH:31]=[CH:30][CH:29]=[C:28]2[C:23]=1[CH:24]=[N:25][N:26]([CH3:33])[C:27]2=[O:32].[OH:18][C:11]1([C:14]([F:15])([F:16])[F:17])[CH2:10][C:9]([CH3:19])([CH3:20])[C:4]2[C:5](=[CH:6][CH:7]=[CH:8][C:3]=2[OH:2])[CH:12]1[NH:21][C:22]1[CH:31]=[CH:30][CH:29]=[C:28]2[C:23]=1[CH:24]=[N:25][N:26]([CH3:33])[C:27]2=[O:32]. (2) The product is: [CH:28]([N:27]1[C:23]([C:21]2[CH:20]=[CH:19][N:16]=[C:14]([NH:13][C:10]3[CH:11]=[N:12][C:7]([N:1]4[CH2:6][CH2:5][O:4][CH2:3][CH2:2]4)=[CH:8][CH:9]=3)[N:15]=2)=[CH:24][N:25]=[C:26]1[CH3:31])([CH3:30])[CH3:29]. Given the reactants [N:1]1([C:7]2[N:12]=[CH:11][C:10]([NH:13][C:14]([NH2:16])=[NH:15])=[CH:9][CH:8]=2)[CH2:6][CH2:5][O:4][CH2:3][CH2:2]1.CN(C)/[CH:19]=[CH:20]/[C:21]([C:23]1[N:27]([CH:28]([CH3:30])[CH3:29])[C:26]([CH3:31])=[N:25][CH:24]=1)=O.C[O-].[Na+], predict the reaction product. (3) Given the reactants C(OC([N:8]1[CH2:13][CH2:12][CH:11]([NH:14][C:15]2[O:16][C:17]3[C:23]([O:24][CH2:25][CH:26]4[CH2:30][O:29]C(C)(C)[O:27]4)=[CH:22][CH:21]=[CH:20][C:18]=3[N:19]=2)[CH2:10][CH2:9]1)=O)(C)(C)C.[F:33][C:34]([F:39])([F:38])[C:35]([OH:37])=[O:36], predict the reaction product. The product is: [F:33][C:34]([F:39])([F:38])[C:35]([OH:37])=[O:36].[NH:8]1[CH2:13][CH2:12][CH:11]([NH:14][C:15]2[O:16][C:17]3[C:23]([O:24][CH2:25][CH:26]([OH:27])[CH2:30][OH:29])=[CH:22][CH:21]=[CH:20][C:18]=3[N:19]=2)[CH2:10][CH2:9]1. (4) Given the reactants F[C:2]1[CH:7]=[CH:6][C:5]([N+:8]([O-:10])=[O:9])=[CH:4][C:3]=1[C:11]1[O:12][C:13]2[CH:19]=[CH:18][C:17]([C:20]3[O:21][C:22]4[CH:28]=[CH:27][CH:26]=[CH:25][C:23]=4[CH:24]=3)=[CH:16][C:14]=2[N:15]=1.[CH2:29]([NH2:32])[CH2:30][CH3:31], predict the reaction product. The product is: [CH2:29]([NH:32][C:2]1[CH:7]=[CH:6][C:5]([N+:8]([O-:10])=[O:9])=[CH:4][C:3]=1[C:11]1[O:12][C:13]2[CH:19]=[CH:18][C:17]([C:20]3[O:21][C:22]4[CH:28]=[CH:27][CH:26]=[CH:25][C:23]=4[CH:24]=3)=[CH:16][C:14]=2[N:15]=1)[CH2:30][CH3:31]. (5) The product is: [Br:1][C:2]1[CH:7]=[CH:6][C:5]([C:8]2[S:12][CH:11]=[C:10]([C:13](=[N:15][NH:16][C:17]([N:19]3[CH2:24][CH2:23][N:22]([CH2:25][CH2:26][C:27]([OH:29])=[O:28])[CH2:21][CH2:20]3)=[S:18])[CH3:14])[C:9]=2[OH:31])=[CH:4][CH:3]=1. Given the reactants [Br:1][C:2]1[CH:7]=[CH:6][C:5]([C:8]2[S:12][CH:11]=[C:10]([C:13](=[N:15][NH:16][C:17]([N:19]3[CH2:24][CH2:23][N:22]([CH2:25][CH2:26][C:27]([O:29]C)=[O:28])[CH2:21][CH2:20]3)=[S:18])[CH3:14])[C:9]=2[OH:31])=[CH:4][CH:3]=1, predict the reaction product. (6) Given the reactants [CH3:1][C:2]1O[CH:7]=[CH:6][C:4](=[O:5])[C:3]=1[OH:9].[OH-].[NH4+:11], predict the reaction product. The product is: [OH:9][C:3]1[C:4](=[O:5])[CH:6]=[CH:7][NH:11][C:2]=1[CH3:1].